Dataset: Catalyst prediction with 721,799 reactions and 888 catalyst types from USPTO. Task: Predict which catalyst facilitates the given reaction. Reactant: [Cl:1][C:2]1[CH:7]=[CH:6][C:5]([S:8]([O-:10])=[O:9])=[CH:4][CH:3]=1.[Na+].Br[CH2:13][C:14]1[CH:15]=[C:16]([CH:19]=[CH:20][CH:21]=1)[C:17]#[N:18]. Product: [Cl:1][C:2]1[CH:7]=[CH:6][C:5]([S:8]([CH2:13][C:14]2[CH:15]=[C:16]([CH:19]=[CH:20][CH:21]=2)[C:17]#[N:18])(=[O:10])=[O:9])=[CH:4][CH:3]=1. The catalyst class is: 216.